From a dataset of Reaction yield outcomes from USPTO patents with 853,638 reactions. Predict the reaction yield, written as a fraction of the theoretical maximum amount of product (1.0 means a 100% yield; for example, 0.34 means a 34% yield). (1) The reactants are [F:1][C:2]1[CH:18]=[C:17]([N+:19]([O-])=O)[CH:16]=[CH:15][C:3]=1[O:4][C:5]1[C:6]2[N:13]([CH3:14])[CH:12]=[CH:11][C:7]=2[N:8]=[CH:9][N:10]=1. The catalyst is CC(O)=O.C(Cl)Cl.[Fe]. The product is [CH3:14][N:13]1[C:6]2[C:5]([O:4][C:3]3[CH:15]=[CH:16][C:17]([NH2:19])=[CH:18][C:2]=3[F:1])=[N:10][CH:9]=[N:8][C:7]=2[CH:11]=[CH:12]1. The yield is 0.530. (2) The reactants are COC1C=C(OC)C=CC=1C[N:6]([C:39]1[CH:44]=[CH:43][N:42]=[CH:41][N:40]=1)[S:7]([C:10]1[CH:15]=[C:14]([CH3:16])[C:13]([O:17][C@H:18]2[CH2:23][CH2:22][CH2:21][CH2:20][C@@H:19]2[C:24]2[C:25]([N+:35]([O-])=O)=[N:26][N:27](C3CCCCO3)[CH:28]=2)=[CH:12][C:11]=1[F:38])(=[O:9])=[O:8].C([SiH](CC)CC)C.FC(F)(F)C(O)=O.ClCCl. The catalyst is CO. The product is [NH2:35][C:25]1[C:24]([C@H:19]2[CH2:20][CH2:21][CH2:22][CH2:23][C@@H:18]2[O:17][C:13]2[C:14]([CH3:16])=[CH:15][C:10]([S:7]([NH:6][C:39]3[CH:44]=[CH:43][N:42]=[CH:41][N:40]=3)(=[O:9])=[O:8])=[C:11]([F:38])[CH:12]=2)=[CH:28][NH:27][N:26]=1. The yield is 0.880. (3) The reactants are C([Si](C)(C)O[C@@H]1CC[C@H]([N:13]2[CH2:17][CH2:16][CH2:15][C:14]2=[O:18])CC1)(C)(C)C.[F:21][C:22]([F:32])([F:31])[C:23]1[CH:30]=[CH:29][C:26]([CH2:27]Br)=[CH:25][CH:24]=1.[Li+].CC([N-]C(C)C)C. The product is [F:21][C:22]([F:31])([F:32])[C:23]1[CH:30]=[CH:29][C:26]([CH2:27][CH:15]2[CH2:16][CH2:17][NH:13][C:14]2=[O:18])=[CH:25][CH:24]=1. The yield is 0.390. No catalyst specified. (4) The reactants are [CH2:1]([O:3][C:4](=[O:25])[N:5]([C:14]1[CH:19]=[C:18]([Cl:20])[N:17]=[C:16](Cl)[C:15]=1[N+:22]([O-:24])=[O:23])[CH2:6][C:7]1[CH:8]=[N:9][C:10]([CH3:13])=[CH:11][CH:12]=1)[CH3:2].[OH-].[NH4+:27]. No catalyst specified. The product is [CH2:1]([O:3][C:4](=[O:25])[N:5]([C:14]1[CH:19]=[C:18]([Cl:20])[N:17]=[C:16]([NH2:27])[C:15]=1[N+:22]([O-:24])=[O:23])[CH2:6][C:7]1[CH:8]=[N:9][C:10]([CH3:13])=[CH:11][CH:12]=1)[CH3:2]. The yield is 0.750. (5) The reactants are C(O)(C(F)(F)F)=O.[NH2:8][C:9](=[O:50])[CH2:10][C:11]1[CH:48]=[C:47]([F:49])[CH:46]=[CH:45][C:12]=1[CH2:13][CH2:14][C:15]1[C:20]([C:21]([F:24])([F:23])[F:22])=[CH:19][N:18]=[C:17]([NH:25][C:26]2[CH:31]=[CH:30][C:29]([CH:32]3[CH2:37][CH2:36][N:35](C(OC(C)(C)C)=O)[CH2:34][CH2:33]3)=[CH:28][CH:27]=2)[N:16]=1. The catalyst is C(Cl)Cl. The product is [F:49][C:47]1[CH:46]=[CH:45][C:12]([CH2:13][CH2:14][C:15]2[C:20]([C:21]([F:23])([F:24])[F:22])=[CH:19][N:18]=[C:17]([NH:25][C:26]3[CH:31]=[CH:30][C:29]([CH:32]4[CH2:37][CH2:36][NH:35][CH2:34][CH2:33]4)=[CH:28][CH:27]=3)[N:16]=2)=[C:11]([CH2:10][C:9]([NH2:8])=[O:50])[CH:48]=1. The yield is 0.870. (6) The reactants are C1([C:7](=[N:14]CCCO)C2C=CC=CC=2)C=CC=CC=1.C1(P(C2C=CC=CC=2)C2C=CC=CC=2)C=CC=CC=1.N(C(OC(C)C)=O)=NC(OC(C)C)=O.[Cl:52][C:53]1[CH:54]=[C:55]([N:60]2[C:64](=[O:65])[O:63][N:62]=[C:61]2[C:66]2[C:67]([NH:71][C:72](=O)[C:73](F)(F)F)=[N:68][O:69][N:70]=2)[CH:56]=[CH:57][C:58]=1[F:59].[F:78][C:79]([F:84])([F:83])[C:80]([OH:82])=[O:81]. The catalyst is O1CCCC1. The product is [F:78][C:79]([F:84])([F:83])[C:80]([OH:82])=[O:81].[NH2:14][CH2:7][CH2:73][CH2:72][NH:71][C:67]1[C:66]([C:61]2[N:60]([C:55]3[CH:56]=[CH:57][C:58]([F:59])=[C:53]([Cl:52])[CH:54]=3)[C:64](=[O:65])[O:63][N:62]=2)=[N:70][O:69][N:68]=1. The yield is 0.150.